This data is from Forward reaction prediction with 1.9M reactions from USPTO patents (1976-2016). The task is: Predict the product of the given reaction. (1) Given the reactants [C:1]([O:5][C:6]([NH:8][CH:9]1[CH2:14][CH2:13][N:12]([C:15]2[N:20]=[C:19]([C:21]3[C:29]4[C:24](=[CH:25][CH:26]=[C:27]([N+:30]([O-])=O)[CH:28]=4)[N:23]([C:33]([O:35][C:36]([CH3:39])([CH3:38])[CH3:37])=[O:34])[CH:22]=3)[CH:18]=[N:17][CH:16]=2)[CH2:11][CH2:10]1)=[O:7])([CH3:4])([CH3:3])[CH3:2].O.NN, predict the reaction product. The product is: [NH2:30][C:27]1[CH:28]=[C:29]2[C:24](=[CH:25][CH:26]=1)[N:23]([C:33]([O:35][C:36]([CH3:39])([CH3:38])[CH3:37])=[O:34])[CH:22]=[C:21]2[C:19]1[CH:18]=[N:17][CH:16]=[C:15]([N:12]2[CH2:13][CH2:14][CH:9]([NH:8][C:6]([O:5][C:1]([CH3:4])([CH3:3])[CH3:2])=[O:7])[CH2:10][CH2:11]2)[N:20]=1. (2) Given the reactants Br[C:2]1[CH:7]=[CH:6][C:5]([C:8]2[C:9]3[N:10]([N:14]=[C:15]([Cl:17])[N:16]=3)[CH:11]=[CH:12][CH:13]=2)=[CH:4][CH:3]=1.[CH3:18][PH:19]([CH3:21])=[O:20].CC1(C)C2C=CC=C(P(C3C=CC=CC=3)C3C=CC=CC=3)C=2OC2C1=CC=CC=2P(C1C=CC=CC=1)C1C=CC=CC=1.C(=O)([O-])[O-].[Cs+].[Cs+], predict the reaction product. The product is: [Cl:17][C:15]1[N:16]=[C:9]2[C:8]([C:5]3[CH:6]=[CH:7][C:2]([P:19]([CH3:21])([CH3:18])=[O:20])=[CH:3][CH:4]=3)=[CH:13][CH:12]=[CH:11][N:10]2[N:14]=1. (3) Given the reactants [C:1]([O:5][C:6]([N:8]1[CH2:12][CH2:11][C@H:10]([CH2:13][OH:14])[CH2:9]1)=[O:7])([CH3:4])([CH3:3])[CH3:2].CC1(C)N([O])C(C)(C)CCC1.[Br-].[K+].Cl[O-].[Na+].O.C([O-])(O)=O.[Na+], predict the reaction product. The product is: [C:1]([O:5][C:6]([N:8]1[CH2:12][CH2:11][C@H:10]([CH:13]=[O:14])[CH2:9]1)=[O:7])([CH3:4])([CH3:3])[CH3:2]. (4) Given the reactants [N:1]1([C:7]([O:9][C:10]([CH3:13])([CH3:12])[CH3:11])=[O:8])[CH2:6][CH2:5][NH:4][CH2:3][CH2:2]1.[O-:14][C:15]#[N:16].[K+], predict the reaction product. The product is: [C:15]([N:4]1[CH2:5][CH2:6][N:1]([C:7]([O:9][C:10]([CH3:13])([CH3:12])[CH3:11])=[O:8])[CH2:2][CH2:3]1)(=[O:14])[NH2:16]. (5) Given the reactants [NH:1]1[CH:5]=[N:4][C:3]([CH:6]2[CH2:11][CH2:10][N:9]([C:12]([O:14][C:15]([CH3:18])([CH3:17])[CH3:16])=[O:13])[CH2:8][CH2:7]2)=[N:2]1.[OH-].[Na+].[Br-:21].[Br-].[Br-].C([N+](C)(C)C)C1C=CC=CC=1.C([N+](C)(C)C)C1C=CC=CC=1.C([N+](C)(C)C)C1C=CC=CC=1.Cl, predict the reaction product. The product is: [Br:21][C:5]1[NH:1][N:2]=[C:3]([CH:6]2[CH2:11][CH2:10][N:9]([C:12]([O:14][C:15]([CH3:18])([CH3:17])[CH3:16])=[O:13])[CH2:8][CH2:7]2)[N:4]=1. (6) Given the reactants [F:1][C:2]1[CH:9]=[C:8]([F:10])[CH:7]=[CH:6][C:3]=1[CH:4]=O.[CH3:11][O:12][C:13]1[CH:14]=[C:15]([CH:19]=[CH:20][C:21]=1[O:22][CH3:23])[CH2:16][C:17]#[N:18], predict the reaction product. The product is: [F:1][C:2]1[CH:9]=[C:8]([F:10])[CH:7]=[CH:6][C:3]=1/[CH:4]=[C:16](/[C:15]1[CH:19]=[CH:20][C:21]([O:22][CH3:23])=[C:13]([O:12][CH3:11])[CH:14]=1)\[C:17]#[N:18]. (7) Given the reactants [Cl:1][C:2]1[CH:7]=[CH:6][CH:5]=[C:4]([Cl:8])[C:3]=1[C:9]1O[N:12]=[C:11]([C:14]2[CH:19]=[CH:18][C:17]([N+:20]([O-:22])=[O:21])=[CH:16][CH:15]=2)[CH:10]=1.P12(SP3(SP(SP(S3)(S1)=S)(=S)S2)=S)=[S:24].N, predict the reaction product. The product is: [Cl:1][C:2]1[CH:7]=[CH:6][CH:5]=[C:4]([Cl:8])[C:3]=1[C:9]1[S:24][N:12]=[C:11]([C:14]2[CH:19]=[CH:18][C:17]([N+:20]([O-:22])=[O:21])=[CH:16][CH:15]=2)[CH:10]=1.